Dataset: Reaction yield outcomes from USPTO patents with 853,638 reactions. Task: Predict the reaction yield, written as a fraction of the theoretical maximum amount of product (1.0 means a 100% yield; for example, 0.34 means a 34% yield). (1) The reactants are [CH2:1]([O:3][C:4](=[O:17])[CH2:5][C@H:6]1[C:14]2[C:9](=[CH:10][C:11]([O:15]C)=[CH:12][CH:13]=2)[CH2:8][CH2:7]1)[CH3:2].[Al+3].[Cl-].[Cl-].[Cl-].CCS. The catalyst is C(Cl)Cl. The product is [CH2:1]([O:3][C:4](=[O:17])[CH2:5][C@H:6]1[C:14]2[C:9](=[CH:10][C:11]([OH:15])=[CH:12][CH:13]=2)[CH2:8][CH2:7]1)[CH3:2]. The yield is 0.960. (2) The reactants are [CH2:1]([O:8][C:9]1[CH:26]=[CH:25][C:12]([CH2:13][C:14]2[NH:18][C:17]3[CH:19]=[CH:20][C:21]([CH:23]=O)=[CH:22][C:16]=3[N:15]=2)=[CH:11][CH:10]=1)[CH2:2][CH2:3][CH2:4][CH2:5][CH2:6][CH3:7].Cl.[NH2:28][CH2:29][C:30]([O:32][C:33]([CH3:36])([CH3:35])[CH3:34])=[O:31].[Na]. The catalyst is C(Cl)Cl. The product is [CH2:1]([O:8][C:9]1[CH:26]=[CH:25][C:12]([CH2:13][C:14]2[NH:18][C:17]3[CH:19]=[CH:20][C:21]([CH2:23][NH:28][CH2:29][C:30]([O:32][C:33]([CH3:36])([CH3:35])[CH3:34])=[O:31])=[CH:22][C:16]=3[N:15]=2)=[CH:11][CH:10]=1)[CH2:2][CH2:3][CH2:4][CH2:5][CH2:6][CH3:7]. The yield is 0.300. (3) The reactants are C([O-])([O-])=O.[Na+].[Na+].Br[C:8]1[N:9]=[C:10]([C:29]2[O:30][C:31]([C:34]3[CH:39]=[CH:38][C:37]([CH2:40][Br:41])=[CH:36][C:35]=3[CH3:42])=[N:32][N:33]=2)[C:11]([N:14]([C:22]([O:24][C:25]([CH3:28])([CH3:27])[CH3:26])=[O:23])[C:15](=[O:21])[O:16][C:17]([CH3:20])([CH3:19])[CH3:18])=[N:12][CH:13]=1.[CH:43]([N:46]1[CH:51]=[C:50](B2OC(C)(C)C(C)(C)O2)[CH:49]=[CH:48][C:47]1=[O:61])([CH3:45])[CH3:44]. The catalyst is COCCOC. The product is [Br:41][CH2:40][C:37]1[CH:38]=[CH:39][C:34]([C:31]2[O:30][C:29]([C:10]3[C:11]([N:14]([C:15]([O:16][C:17]([CH3:20])([CH3:18])[CH3:19])=[O:21])[C:22](=[O:23])[O:24][C:25]([CH3:28])([CH3:26])[CH3:27])=[N:12][CH:13]=[C:8]([C:50]4[CH:49]=[CH:48][C:47](=[O:61])[N:46]([CH:43]([CH3:45])[CH3:44])[CH:51]=4)[N:9]=3)=[N:33][N:32]=2)=[C:35]([CH3:42])[CH:36]=1. The yield is 0.460. (4) The yield is 0.680. The product is [CH:1]([N:4]1[CH2:9][CH2:8][N:7]([C:10]([C:12]2[CH:13]=[C:14]3[C:18](=[CH:19][CH:20]=2)[N:17]([C:39]2[CH:38]=[CH:37][CH:36]=[C:35]([C:34]([F:45])([F:44])[F:33])[CH:40]=2)[C:16]([C:21]([N:23]2[CH2:24][CH2:25][N:26]([S:29]([CH3:32])(=[O:30])=[O:31])[CH2:27][CH2:28]2)=[O:22])=[CH:15]3)=[O:11])[CH2:6][CH2:5]1)([CH3:3])[CH3:2]. No catalyst specified. The reactants are [CH:1]([N:4]1[CH2:9][CH2:8][N:7]([C:10]([C:12]2[CH:13]=[C:14]3[C:18](=[CH:19][CH:20]=2)[NH:17][C:16]([C:21]([N:23]2[CH2:28][CH2:27][N:26]([S:29]([CH3:32])(=[O:31])=[O:30])[CH2:25][CH2:24]2)=[O:22])=[CH:15]3)=[O:11])[CH2:6][CH2:5]1)([CH3:3])[CH3:2].[F:33][C:34]([F:45])([F:44])[C:35]1[CH:36]=[C:37](B(O)O)[CH:38]=[CH:39][CH:40]=1. (5) The product is [CH3:23][N:22]([CH3:24])[C:20](=[O:21])[CH2:19][O:1][C:2]1[CH:3]=[CH:4][C:5]([C:6]([O:8][CH3:9])=[O:7])=[CH:10][CH:11]=1. The reactants are [OH:1][C:2]1[CH:11]=[CH:10][C:5]([C:6]([O:8][CH3:9])=[O:7])=[CH:4][CH:3]=1.C(=O)([O-])[O-].[K+].[K+].Cl[CH2:19][C:20]([N:22]([CH3:24])[CH3:23])=[O:21]. The yield is 0.680. The catalyst is CN(C=O)C. (6) The reactants are Cl[CH:2]([C:23]1[CH:28]=[CH:27][CH:26]=[CH:25][CH:24]=1)[C:3]([C:5]1[C:13]2[C:8](=[CH:9][CH:10]=[CH:11][CH:12]=2)[N:7]([S:14]([C:17]2[N:18]=[CH:19][N:20]([CH3:22])[CH:21]=2)(=[O:16])=[O:15])[CH:6]=1)=[O:4].[CH3:29][O:30][C:31]1[CH:36]=[CH:35][CH:34]=[C:33]([NH2:37])[CH:32]=1. The catalyst is C(#N)C. The product is [CH3:29][O:30][C:31]1[CH:32]=[C:33]([NH:37][CH:2]([C:23]2[CH:28]=[CH:27][CH:26]=[CH:25][CH:24]=2)[C:3]([C:5]2[C:13]3[C:8](=[CH:9][CH:10]=[CH:11][CH:12]=3)[N:7]([S:14]([C:17]3[N:18]=[CH:19][N:20]([CH3:22])[CH:21]=3)(=[O:16])=[O:15])[CH:6]=2)=[O:4])[CH:34]=[CH:35][CH:36]=1. The yield is 0.290.